This data is from Full USPTO retrosynthesis dataset with 1.9M reactions from patents (1976-2016). The task is: Predict the reactants needed to synthesize the given product. (1) The reactants are: [F:1][C:2]([F:13])([F:12])[C:3]1[N:7]2[CH:8]=[CH:9][N:10]=[CH:11][C:6]2=[CH:5][N:4]=1.[C:14](O[C:14]([O:16][C:17]([CH3:20])([CH3:19])[CH3:18])=[O:15])([O:16][C:17]([CH3:20])([CH3:19])[CH3:18])=[O:15]. Given the product [C:17]([O:16][C:14]([N:10]1[CH2:9][CH2:8][N:7]2[C:3]([C:2]([F:1])([F:12])[F:13])=[N:4][CH:5]=[C:6]2[CH2:11]1)=[O:15])([CH3:20])([CH3:19])[CH3:18], predict the reactants needed to synthesize it. (2) Given the product [CH2:12]([O:6][C:5](=[O:7])[C:4]1[CH:8]=[CH:9][C:10]([I:11])=[C:2]([OH:1])[CH:3]=1)[CH3:13], predict the reactants needed to synthesize it. The reactants are: [OH:1][C:2]1[CH:3]=[C:4]([CH:8]=[CH:9][C:10]=1[I:11])[C:5]([OH:7])=[O:6].[CH2:12](O)[CH3:13]. (3) The reactants are: Br[C:2]1[CH:7]=[CH:6][C:5]([S:8]([NH:11][C:12]2[S:13][CH:14]=[CH:15][N:16]=2)(=[O:10])=[O:9])=[CH:4][CH:3]=1.[NH:17]1[CH2:21][CH2:20][CH:19]([C:22]([OH:24])=[O:23])[CH2:18]1.O(C(C)(C)C)[Na].C1(P(C2CCCCC2)C2C=CC=CC=2C2C(OC)=CC=CC=2OC)CCCCC1. Given the product [S:13]1[CH:14]=[CH:15][N:16]=[C:12]1[NH:11][S:8]([C:5]1[CH:6]=[CH:7][C:2]([N:17]2[CH2:21][CH2:20][CH:19]([C:22]([OH:24])=[O:23])[CH2:18]2)=[CH:3][CH:4]=1)(=[O:10])=[O:9], predict the reactants needed to synthesize it. (4) Given the product [F:1][C:2]1[CH:3]=[CH:4][CH:5]=[C:6]2[C:10]=1[N:9]([CH:11]([CH3:12])[CH3:13])[N:8]=[C:7]2[C:14]1[CH:15]=[CH:16][C:17]([OH:20])=[CH:18][CH:19]=1, predict the reactants needed to synthesize it. The reactants are: [F:1][C:2]1[CH:3]=[CH:4][C:5](C)=[C:6]2[C:10]=1[N:9]([CH:11]([CH3:13])[CH3:12])[N:8]=[C:7]2[C:14]1[CH:19]=[CH:18][C:17]([O:20]C)=[CH:16][CH:15]=1.B(Br)(Br)Br.C1CCCCC=1. (5) Given the product [N+:18]([C:21]1[CH:29]=[CH:28][C:27]([N:30]2[CH2:35][CH2:34][CH2:33][CH2:32][CH2:31]2)=[CH:26][C:22]=1[C:23]([NH:15][C:12]1[CH:13]=[N:14][C:9]([C:5]2[CH:6]=[CH:7][CH:8]=[C:3]([C:2]([F:1])([F:16])[F:17])[CH:4]=2)=[N:10][CH:11]=1)=[O:24])([O-:20])=[O:19], predict the reactants needed to synthesize it. The reactants are: [F:1][C:2]([F:17])([F:16])[C:3]1[CH:4]=[C:5]([C:9]2[N:14]=[CH:13][C:12]([NH2:15])=[CH:11][N:10]=2)[CH:6]=[CH:7][CH:8]=1.[N+:18]([C:21]1[CH:29]=[CH:28][C:27]([N:30]2[CH2:35][CH2:34][CH2:33][CH2:32][CH2:31]2)=[CH:26][C:22]=1[C:23](O)=[O:24])([O-:20])=[O:19].CCN=C=NCCCN(C)C.Cl. (6) Given the product [Cl:1][C:2]1[C:38]([CH3:39])=[CH:37][C:5]([O:6][CH2:7][CH2:8][CH2:9][C:10]2[C:18]3[C:13](=[C:14]([C:19]4[C:23]([CH3:24])=[N:22][N:21]([CH2:49][C:50]5[CH:55]=[CH:54][CH:53]=[CH:52][N:51]=5)[C:20]=4[CH3:25])[CH:15]=[CH:16][CH:17]=3)[N:12]([CH2:26][C:27]3[CH:28]=[C:29]([CH:33]=[CH:34][CH:35]=3)[C:30]([OH:32])=[O:31])[C:11]=2[CH3:36])=[CH:4][C:3]=1[CH3:40], predict the reactants needed to synthesize it. The reactants are: [Cl:1][C:2]1[C:38]([CH3:39])=[CH:37][C:5]([O:6][CH2:7][CH2:8][CH2:9][C:10]2[C:18]3[C:13](=[C:14]([C:19]4[C:20]([CH3:25])=[N:21][NH:22][C:23]=4[CH3:24])[CH:15]=[CH:16][CH:17]=3)[N:12]([CH2:26][C:27]3[CH:28]=[C:29]([CH:33]=[CH:34][CH:35]=3)[C:30]([OH:32])=[O:31])[C:11]=2[CH3:36])=[CH:4][C:3]=1[CH3:40].C(=O)([O-])[O-].[Cs+].[Cs+].Br.Br[CH2:49][C:50]1[CH:55]=[CH:54][CH:53]=[CH:52][N:51]=1.O.CC#N. (7) Given the product [CH3:19][S:20]([N:7]1[C:6]2[CH:11]=[C:2]([CH3:1])[CH:3]=[CH:4][C:5]=2[O:10][CH2:9][CH2:8]1)(=[O:22])=[O:21], predict the reactants needed to synthesize it. The reactants are: [CH3:1][C:2]1[CH:3]=[CH:4][C:5]2[O:10][CH2:9][CH2:8][NH:7][C:6]=2[CH:11]=1.C(N(CC)CC)C.[CH3:19][S:20](Cl)(=[O:22])=[O:21]. (8) The reactants are: C(=O)([O-])[O-].[K+].[K+].C([O:10][C:11]1[CH:16]=[CH:15][CH:14]=[CH:13][C:12]=1[C:17]#[C:18][C:19]1[CH:28]=[CH:27][C:26]2[C:21](=[CH:22][CH:23]=[CH:24][CH:25]=2)[N:20]=1)(=O)C.Cl. Given the product [N:20]1[C:21]2[C:26](=[CH:25][CH:24]=[CH:23][CH:22]=2)[CH:27]=[CH:28][C:19]=1[C:18]#[C:17][C:12]1[CH:13]=[CH:14][CH:15]=[CH:16][C:11]=1[OH:10], predict the reactants needed to synthesize it.